This data is from TCR-epitope binding with 47,182 pairs between 192 epitopes and 23,139 TCRs. The task is: Binary Classification. Given a T-cell receptor sequence (or CDR3 region) and an epitope sequence, predict whether binding occurs between them. (1) The epitope is IPRRNVATL. The TCR CDR3 sequence is CASSQGRDPSYEQYF. Result: 0 (the TCR does not bind to the epitope). (2) The epitope is FTYASALWEI. The TCR CDR3 sequence is CASSSHGYWETQYF. Result: 1 (the TCR binds to the epitope). (3) The epitope is FPRPWLHGL. The TCR CDR3 sequence is CSARAGVGNTIYF. Result: 0 (the TCR does not bind to the epitope). (4) The epitope is QYDPVAALF. The TCR CDR3 sequence is CASSILAGNEQFF. Result: 0 (the TCR does not bind to the epitope). (5) The epitope is FLPRVFSAV. Result: 1 (the TCR binds to the epitope). The TCR CDR3 sequence is CASSPSRDNEQFF.